From a dataset of Full USPTO retrosynthesis dataset with 1.9M reactions from patents (1976-2016). Predict the reactants needed to synthesize the given product. (1) Given the product [NH2:39][C:36]([CH3:38])([CH3:37])[CH2:35][O:34][C:33]1[CH:47]=[CH:48][C:49]([CH2:51][CH2:2][CH2:1][NH:3][C:4]2[CH:9]=[C:8]([O:10][CH3:11])[C:7]([O:12][CH3:13])=[CH:6][C:5]=2[C@@H:14]2[CH2:23][CH2:22][C:21]3[CH:20]=[C:19]([OH:24])[CH:18]=[CH:17][C:16]=3[CH2:15]2)=[CH:50][C:32]=1[F:31], predict the reactants needed to synthesize it. The reactants are: [CH2:1]([NH:3][C:4]1[CH:9]=[C:8]([O:10][CH3:11])[C:7]([O:12][CH3:13])=[CH:6][C:5]=1[C@@H:14]1[CH2:23][CH2:22][C:21]2[CH:20]=[C:19]([O:24]C(=O)C(C)(C)C)[CH:18]=[CH:17][C:16]=2[CH2:15]1)[CH3:2].[F:31][C:32]1[CH:50]=[C:49]([CH:51]=O)[CH:48]=[CH:47][C:33]=1[O:34][CH2:35][C:36]([NH:39]C(=O)OC(C)(C)C)([CH3:38])[CH3:37]. (2) Given the product [N+:1]1([O-:2])[C:4]2[CH:5]=[C:6]3[O:10][CH2:9][CH2:8][C:7]3=[CH:11][C:12]=2[N:13]=[C:15]([NH2:16])[N:14]=1, predict the reactants needed to synthesize it. The reactants are: [N+:1]([C:4]1[C:12]([NH2:13])=[CH:11][C:7]2[CH2:8][CH2:9][O:10][C:6]=2[CH:5]=1)([O-])=[O:2].[N:14]#[C:15][NH2:16].[CH]Cl.[OH-].[Na+]. (3) Given the product [CH3:8][C:3]1[C:2]([N:50]2[CH2:51][CH2:52][C:53]3[C:58](=[CH:57][CH:56]=[C:55]([CH2:59][C:60]([O:62][CH2:63][CH3:64])=[O:61])[CH:54]=3)[CH2:49]2)=[CH:7][CH:6]=[CH:5][N:4]=1.[CH3:8][C:3]1[C:2]([N:66]2[CH2:67][CH2:68][C:69]3[C:74](=[C:73]([CH2:75][C:76]([O:78][CH2:79][CH3:80])=[O:77])[CH:72]=[CH:71][CH:70]=3)[CH2:65]2)=[CH:7][CH:6]=[CH:5][N:4]=1, predict the reactants needed to synthesize it. The reactants are: Br[C:2]1[C:3]([CH3:8])=[N:4][CH:5]=[CH:6][CH:7]=1.CC(C1C=C(C(C)C)C(C2C=CC=CC=2P(C2CCCCC2)C2CCCCC2)=C(C(C)C)C=1)C.C([O-])([O-])=O.[Cs+].[Cs+].[CH2:49]1[C:58]2[C:53](=[CH:54][C:55]([CH2:59][C:60]([O:62][CH2:63][CH3:64])=[O:61])=[CH:56][CH:57]=2)[CH2:52][CH2:51][NH:50]1.[CH2:65]1[C:74]2[C:69](=[CH:70][CH:71]=[CH:72][C:73]=2[CH2:75][C:76]([O:78][CH2:79][CH3:80])=[O:77])[CH2:68][CH2:67][NH:66]1. (4) Given the product [Cl:1][C:2]1[CH:7]=[C:6]([Cl:8])[CH:5]=[CH:4][C:3]=1[C:9]1[N:10]=[C:11]([CH2:28][CH3:29])[C:12]([NH:17][C@H:18]2[C:26]3[C:21](=[CH:22][CH:23]=[CH:24][CH:25]=3)[CH2:20][C@H:19]2[OH:27])=[N:13][C:14]=1[CH2:15][CH3:16], predict the reactants needed to synthesize it. The reactants are: [Cl:1][C:2]1[CH:7]=[C:6]([Cl:8])[CH:5]=[CH:4][C:3]=1[C:9]1[N:10]=[C:11]([CH2:28][CH3:29])[C:12]([NH:17][C@@H:18]2[C:26]3[C:21](=[CH:22][CH:23]=[CH:24][CH:25]=3)[CH2:20][C@@H:19]2[OH:27])=[N:13][C:14]=1[CH2:15][CH3:16].BrC1N=C(CC)C(N[C@H]2C3C(=CC=CC=3)C[C@H]2O)=NC=1CC. (5) Given the product [Br:1][C:2]1[C:10]2[C:5](=[N:6][C:7]([NH:40][CH3:39])=[N:8][CH:9]=2)[N:4]([CH2:13][CH:14]2[CH2:19][CH2:18][CH:17]([NH:20][C:21](=[O:27])[O:22][C:23]([CH3:26])([CH3:25])[CH3:24])[CH2:16][CH2:15]2)[N:3]=1, predict the reactants needed to synthesize it. The reactants are: [Br:1][C:2]1[C:10]2[C:5](=[N:6][C:7](SC)=[N:8][CH:9]=2)[N:4]([CH2:13][CH:14]2[CH2:19][CH2:18][CH:17]([NH:20][C:21](=[O:27])[O:22][C:23]([CH3:26])([CH3:25])[CH3:24])[CH2:16][CH2:15]2)[N:3]=1.ClC1C=C(C=CC=1)C(OO)=O.[CH3:39][NH2:40]. (6) Given the product [Cl:1][C:2]1[CH:3]=[C:4]2[C:8](=[CH:9][CH:10]=1)[N:7]([C:25](=[O:27])[CH2:26][CH:21]([CH3:20])[CH2:22][C:23]([OH:28])=[O:24])[C:6]([CH2:11][CH2:12][CH2:13][CH2:14][CH:15]([CH3:17])[CH3:16])=[CH:5]2, predict the reactants needed to synthesize it. The reactants are: [Cl:1][C:2]1[CH:3]=[C:4]2[C:8](=[CH:9][CH:10]=1)[NH:7][C:6]([CH2:11][CH2:12][CH2:13][CH2:14][CH:15]([CH3:17])[CH3:16])=[CH:5]2.[OH-].[K+].[CH3:20][CH:21]1[CH2:26][C:25](=[O:27])[O:24][C:23](=[O:28])[CH2:22]1. (7) Given the product [Si:8]([O:15][CH2:16][CH2:17][NH:18][CH:4]1[CH2:5][CH2:6][O:1][CH2:2][CH2:3]1)([C:11]([CH3:13])([CH3:14])[CH3:12])([CH3:10])[CH3:9], predict the reactants needed to synthesize it. The reactants are: [O:1]1[CH2:6][CH2:5][C:4](=O)[CH2:3][CH2:2]1.[Si:8]([O:15][CH2:16][CH2:17][NH2:18])([C:11]([CH3:14])([CH3:13])[CH3:12])([CH3:10])[CH3:9].